From a dataset of Full USPTO retrosynthesis dataset with 1.9M reactions from patents (1976-2016). Predict the reactants needed to synthesize the given product. (1) The reactants are: [OH:1][C:2]1[CH:3]=[C:4]([CH2:8][CH2:9][CH2:10][N:11]2[C:19](=[O:20])[C:18]3[C:13](=[CH:14][CH:15]=[CH:16][CH:17]=3)[C:12]2=[O:21])[CH:5]=[CH:6][CH:7]=1.[CH3:22][O:23][CH2:24][CH2:25][CH2:26][CH2:27]O. Given the product [CH3:22][O:23][CH2:24][CH2:25][CH2:26][CH2:27][O:1][C:2]1[CH:3]=[C:4]([CH2:8][CH2:9][CH2:10][N:11]2[C:19](=[O:20])[C:18]3[C:13](=[CH:14][CH:15]=[CH:16][CH:17]=3)[C:12]2=[O:21])[CH:5]=[CH:6][CH:7]=1, predict the reactants needed to synthesize it. (2) Given the product [NH2:1][C:2]1[N:3]=[C:4]([O:13][CH2:14][CH3:15])[C:5]2[N:11]=[C:10]([C:24]3[S:23][C:22]([C:20](=[O:21])[NH:19][CH:16]4[CH2:18][CH2:17]4)=[CH:26][CH:25]=3)[CH:9]=[CH:8][C:6]=2[N:7]=1, predict the reactants needed to synthesize it. The reactants are: [NH2:1][C:2]1[N:3]=[C:4]([O:13][CH2:14][CH3:15])[C:5]2[N:11]=[C:10](Cl)[CH:9]=[CH:8][C:6]=2[N:7]=1.[CH:16]1([NH:19][C:20]([C:22]2[S:23][C:24](B3OC(C)(C)C(C)(C)O3)=[CH:25][CH:26]=2)=[O:21])[CH2:18][CH2:17]1.C([O-])([O-])=O.[K+].[K+]. (3) Given the product [C:4]([C:6]1[CH:7]=[C:8]([N:13]2[C:17]([C:18]3[CH:23]=[C:22]([F:24])[CH:21]=[C:20]([C:25]#[N:26])[CH:19]=3)=[CH:16][C:15]([C:27]([OH:29])=[O:28])=[N:14]2)[CH:9]=[CH:10][C:11]=1[F:12])#[N:5], predict the reactants needed to synthesize it. The reactants are: O.[OH-].[Li+].[C:4]([C:6]1[CH:7]=[C:8]([N:13]2[C:17]([C:18]3[CH:23]=[C:22]([F:24])[CH:21]=[C:20]([C:25]#[N:26])[CH:19]=3)=[CH:16][C:15]([C:27]([O:29]CC)=[O:28])=[N:14]2)[CH:9]=[CH:10][C:11]=1[F:12])#[N:5].Cl. (4) Given the product [C:1]([O:5][C:6]([N:8]1[CH2:9][CH2:10][CH:11]([CH2:14][O:15][C:16]2[CH:21]=[CH:20][CH:19]=[CH:18][C:17]=2[NH:22][C:24](=[O:23])[CH3:25])[CH2:12][CH2:13]1)=[O:7])([CH3:4])([CH3:2])[CH3:3], predict the reactants needed to synthesize it. The reactants are: [C:1]([O:5][C:6]([N:8]1[CH2:13][CH2:12][CH:11]([CH2:14][O:15][C:16]2[CH:21]=[CH:20][CH:19]=[CH:18][C:17]=2[NH2:22])[CH2:10][CH2:9]1)=[O:7])([CH3:4])([CH3:3])[CH3:2].[O:23]1CC[CH2:25][CH2:24]1. (5) Given the product [CH3:1][O:2][C:3]1[CH:20]=[CH:19][CH:18]=[CH:17][C:4]=1[CH2:5][N:6]1[CH2:15][C:14]2[C:9](=[CH:10][CH:11]=[CH:12][CH:13]=2)[N:8]=[C:7]1[S:16][CH3:21], predict the reactants needed to synthesize it. The reactants are: [CH3:1][O:2][C:3]1[CH:20]=[CH:19][CH:18]=[CH:17][C:4]=1[CH2:5][N:6]1[CH2:15][C:14]2[C:9](=[CH:10][CH:11]=[CH:12][CH:13]=2)[NH:8][C:7]1=[S:16].[CH3:21]I.